The task is: Predict the reaction yield, written as a fraction of the theoretical maximum amount of product (1.0 means a 100% yield; for example, 0.34 means a 34% yield).. This data is from Reaction yield outcomes from USPTO patents with 853,638 reactions. (1) The reactants are Cl[C:2]1[CH:7]=[CH:6][N:5]=[C:4]([N:8]2[CH2:13][CH2:12][O:11][CH2:10][CH2:9]2)[N:3]=1.[CH:14]1([NH:17][C:18](=[O:35])[NH:19][C:20]2[CH:25]=[CH:24][C:23](B3OC(C)(C)C(C)(C)O3)=[CH:22][CH:21]=2)[CH2:16][CH2:15]1.C([O-])([O-])=O.[Cs+].[Cs+]. The catalyst is O1CCOCC1.Cl[Pd](Cl)([P](C1C=CC=CC=1)(C1C=CC=CC=1)C1C=CC=CC=1)[P](C1C=CC=CC=1)(C1C=CC=CC=1)C1C=CC=CC=1. The product is [CH:14]1([NH:17][C:18]([NH:19][C:20]2[CH:25]=[CH:24][C:23]([C:2]3[CH:7]=[CH:6][N:5]=[C:4]([N:8]4[CH2:13][CH2:12][O:11][CH2:10][CH2:9]4)[N:3]=3)=[CH:22][CH:21]=2)=[O:35])[CH2:16][CH2:15]1. The yield is 0.0600. (2) The reactants are [CH3:1][C:2]1[CH:11]=[CH:10][C:9]([N:12]2[CH2:17][CH2:16][O:15][CH2:14][CH2:13]2)=[CH:8][C:3]=1[C:4]([NH:6][CH3:7])=[O:5].[Cl:18]N1C(=O)CCC1=O. The catalyst is CN(C)C=O. The product is [Cl:18][C:10]1[C:9]([N:12]2[CH2:17][CH2:16][O:15][CH2:14][CH2:13]2)=[CH:8][C:3]([C:4]([NH:6][CH3:7])=[O:5])=[C:2]([CH3:1])[CH:11]=1. The yield is 0.470.